From a dataset of Forward reaction prediction with 1.9M reactions from USPTO patents (1976-2016). Predict the product of the given reaction. (1) Given the reactants Br[C:2]1[CH:3]=[C:4]2[C:14]3[C:9](=[CH:10][N:11]=[C:12]([C:15]4[CH:16]=[N:17][CH:18]=[CH:19][CH:20]=4)[CH:13]=3)[NH:8][C:5]2=[N:6][CH:7]=1.[CH3:21][N:22]([CH3:42])[CH2:23][CH2:24][CH2:25][O:26][C:27]1[CH:32]=[CH:31][C:30](B2OC(C)(C)C(C)(C)O2)=[CH:29][CH:28]=1.C(=O)([O-])[O-].[Cs+].[Cs+], predict the reaction product. The product is: [CH3:42][N:22]([CH3:21])[CH2:23][CH2:24][CH2:25][O:26][C:27]1[CH:32]=[CH:31][C:30]([C:2]2[CH:3]=[C:4]3[C:14]4[C:9](=[CH:10][N:11]=[C:12]([C:15]5[CH:16]=[N:17][CH:18]=[CH:19][CH:20]=5)[CH:13]=4)[NH:8][C:5]3=[N:6][CH:7]=2)=[CH:29][CH:28]=1. (2) Given the reactants [Cl:1][C:2]1[CH:3]=[C:4]([C:12]2[S:16][C:15]([C:17]3[CH:27]=[CH:26][C:20]4[CH2:21][CH2:22][NH:23][CH2:24][CH2:25][C:19]=4[CH:18]=3)=[N:14][CH:13]=2)[CH:5]=[CH:6][C:7]=1[O:8][CH:9]([CH3:11])[CH3:10].Cl, predict the reaction product. The product is: [ClH:1].[Cl:1][C:2]1[CH:3]=[C:4]([C:12]2[S:16][C:15]([C:17]3[CH:27]=[CH:26][C:20]4[CH2:21][CH2:22][NH:23][CH2:24][CH2:25][C:19]=4[CH:18]=3)=[N:14][CH:13]=2)[CH:5]=[CH:6][C:7]=1[O:8][CH:9]([CH3:11])[CH3:10]. (3) Given the reactants [OH:1][C:2]1[CH:3]=[C:4]2[C:9](=[CH:10][CH:11]=1)[C:8](=[O:12])[CH2:7][CH2:6][CH2:5]2.[O:13]1[CH2:18][CH2:17][CH:16]([CH2:19]O)[CH2:15][CH2:14]1.C1(P(C2C=CC=CC=2)C2C=CC=CC=2)C=CC=CC=1.CCOC(/N=N/C(OCC)=O)=O, predict the reaction product. The product is: [O:13]1[CH2:18][CH2:17][CH:16]([CH2:19][O:1][C:2]2[CH:3]=[C:4]3[C:9](=[CH:10][CH:11]=2)[C:8](=[O:12])[CH2:7][CH2:6][CH2:5]3)[CH2:15][CH2:14]1. (4) Given the reactants [CH3:1][CH2:2][O:3][C:4]([C@H:6]1[CH2:10][CH2:9][C:8](=[O:11])[N:7]1[C:12]([O:14][C:15]([CH3:18])([CH3:17])[CH3:16])=[O:13])=[O:5].O.[F:20][C:21]1[CH:22]=[C:23]([Mg]Br)[CH:24]=[C:25]([F:27])[CH:26]=1, predict the reaction product. The product is: [C:15]([O:14][C:12]([NH:7][C@H:6]([CH2:10][CH2:9][C:8]([C:23]1[CH:22]=[C:21]([F:20])[CH:26]=[C:25]([F:27])[CH:24]=1)=[O:11])[C:4]([O:3][CH2:2][CH3:1])=[O:5])=[O:13])([CH3:18])([CH3:17])[CH3:16]. (5) Given the reactants C([SiH2][O:6][C:7](C)(C)[C:8]1[CH:9]=[CH:10][C:11]([CH3:14])=[N:12][CH:13]=1)(C)(C)C.[CH2:17]([O:19][C:20](=[O:25])[C:21]([CH2:23]Br)=O)[CH3:18], predict the reaction product. The product is: [CH2:17]([O:19][C:20]([C:21]1[CH:14]=[C:11]2[N:12]([CH:23]=1)[CH:13]=[C:8]([CH2:7][OH:6])[CH:9]=[CH:10]2)=[O:25])[CH3:18]. (6) Given the reactants F[C:2]1[CH:7]=[CH:6][C:5]([N+:8]([O-:10])=[O:9])=[C:4]([O:11][CH:12]([CH3:14])[CH3:13])[CH:3]=1.[CH3:15][O-:16].[Na+], predict the reaction product. The product is: [N+:8]([C:5]1[CH:6]=[CH:7][C:2]([O:16][CH3:15])=[CH:3][C:4]=1[O:11][CH:12]([CH3:14])[CH3:13])([O-:10])=[O:9]. (7) Given the reactants [CH2:1]1[C:14]2[C:13]3[CH:12]=[CH:11][CH:10]=[CH:9][C:8]=3[NH:7][C:6]=2[CH:5]([C:15]([O:17][CH2:18][CH3:19])=[O:16])[CH2:4][NH:3][CH2:2]1.[F:20][C:21]1[CH:29]=[CH:28][C:24]([C:25](Cl)=[O:26])=[CH:23][CH:22]=1, predict the reaction product. The product is: [CH2:18]([O:17][C:15]([CH:5]1[C:6]2[NH:7][C:8]3[CH:9]=[CH:10][CH:11]=[CH:12][C:13]=3[C:14]=2[CH2:1][CH2:2][N:3]([C:25](=[O:26])[C:24]2[CH:28]=[CH:29][C:21]([F:20])=[CH:22][CH:23]=2)[CH2:4]1)=[O:16])[CH3:19]. (8) Given the reactants [C:1]([O:5][C:6]([N:8]1[CH2:13][CH2:12][CH:11]([CH2:14][NH2:15])[CH2:10][CH2:9]1)=[O:7])([CH3:4])([CH3:3])[CH3:2].Cl[CH2:17][C:18]1[CH:23]=[CH:22][N:21]=[C:20]([C:24]2[CH:29]=[C:28]([O:30][CH3:31])[C:27]([O:32][CH3:33])=[C:26]([O:34][CH3:35])[CH:25]=2)[CH:19]=1, predict the reaction product. The product is: [C:1]([O:5][C:6]([N:8]1[CH2:13][CH2:12][CH:11]([CH2:14][NH:15][CH2:17][C:18]2[CH:23]=[CH:22][N:21]=[C:20]([C:24]3[CH:29]=[C:28]([O:30][CH3:31])[C:27]([O:32][CH3:33])=[C:26]([O:34][CH3:35])[CH:25]=3)[CH:19]=2)[CH2:10][CH2:9]1)=[O:7])([CH3:4])([CH3:3])[CH3:2].